This data is from Forward reaction prediction with 1.9M reactions from USPTO patents (1976-2016). The task is: Predict the product of the given reaction. Given the reactants Br[C:2]1[C:11]2[C:6](=[CH:7][CH:8]=[CH:9][CH:10]=2)[N:5]=[CH:4][CH:3]=1.C(O)C.[C:15]1(B(O)O)[CH:20]=[CH:19][CH:18]=[CH:17][CH:16]=1.C([O-])([O-])=O.[K+].[K+], predict the reaction product. The product is: [C:15]1([C:2]2[C:11]3[C:6](=[CH:7][CH:8]=[CH:9][CH:10]=3)[N:5]=[CH:4][CH:3]=2)[CH:20]=[CH:19][CH:18]=[CH:17][CH:16]=1.